Predict which catalyst facilitates the given reaction. From a dataset of Catalyst prediction with 721,799 reactions and 888 catalyst types from USPTO. (1) Reactant: [CH3:1][CH:2]([O:4][C:5]1[CH:6]=[C:7]([CH:11](O)[CH2:12][O:13][C:14]2[CH:19]=[CH:18][C:17]([C:20]3[O:24][N:23]=[C:22]([O:25][CH2:26][O:27][CH3:28])[CH:21]=3)=[CH:16][CH:15]=2)[CH:8]=[CH:9][CH:10]=1)[CH3:3].COCCN(S(F)(F)[F:40])CCOC. Product: [F:40][CH:11]([C:7]1[CH:8]=[CH:9][CH:10]=[C:5]([O:4][CH:2]([CH3:3])[CH3:1])[CH:6]=1)[CH2:12][O:13][C:14]1[CH:19]=[CH:18][C:17]([C:20]2[O:24][N:23]=[C:22]([O:25][CH2:26][O:27][CH3:28])[CH:21]=2)=[CH:16][CH:15]=1. The catalyst class is: 4. (2) Reactant: Br[CH2:2]/[CH:3]=[CH:4]/[C:5]([NH:7][C:8]1[CH:9]=[C:10]2[C:15](=[CH:16][C:17]=1[C:18]#[C:19][CH:20]1[CH2:24][CH2:23][O:22][CH2:21]1)[N:14]=[CH:13][N:12]=[C:11]2[NH:25][C:26]1[CH:31]=[CH:30][C:29]([F:32])=[C:28]([Cl:33])[CH:27]=1)=[O:6].Cl.[O:35]1[C@H:40]2[CH2:41][NH:42][CH2:43][C@H:39]2[O:38][CH2:37][CH2:36]1.CCN(C(C)C)C(C)C.O. Product: [Cl:33][C:28]1[CH:27]=[C:26]([NH:25][C:11]2[C:10]3[C:15](=[CH:16][C:17]([C:18]#[C:19][CH:20]4[CH2:24][CH2:23][O:22][CH2:21]4)=[C:8]([NH:7][C:5](=[O:6])/[CH:4]=[CH:3]/[CH2:2][N:42]4[CH2:41][C@H:40]5[O:35][CH2:36][CH2:37][O:38][C@H:39]5[CH2:43]4)[CH:9]=3)[N:14]=[CH:13][N:12]=2)[CH:31]=[CH:30][C:29]=1[F:32]. The catalyst class is: 44. (3) Product: [Cl:1][C:2]1[CH:32]=[CH:31][C:5]([CH2:6][N:7]2[C:11]3[CH:12]=[C:13]([N:17]4[CH2:22][CH2:21][N:20]([C:36]([CH:33]5[CH2:35][CH2:34]5)=[O:37])[CH2:19][CH2:18]4)[C:14]([F:16])=[CH:15][C:10]=3[N:9]=[C:8]2[CH2:23][O:24][C:25]2[CH:30]=[CH:29][CH:28]=[CH:27][CH:26]=2)=[CH:4][CH:3]=1. The catalyst class is: 4. Reactant: [Cl:1][C:2]1[CH:32]=[CH:31][C:5]([CH2:6][N:7]2[C:11]3[CH:12]=[C:13]([N:17]4[CH2:22][CH2:21][NH:20][CH2:19][CH2:18]4)[C:14]([F:16])=[CH:15][C:10]=3[N:9]=[C:8]2[CH2:23][O:24][C:25]2[CH:30]=[CH:29][CH:28]=[CH:27][CH:26]=2)=[CH:4][CH:3]=1.[CH:33]1([C:36](Cl)=[O:37])[CH2:35][CH2:34]1. (4) Reactant: C(OC([N:8]1[CH2:12][C@H:11]([OH:13])[CH2:10][C@@H:9]1[C:14](=[O:19])[NH:15][CH:16]1[CH2:18][CH2:17]1)=O)(C)(C)C.C(O)(C(F)(F)F)=O. Product: [CH:16]1([NH:15][C:14]([C@H:9]2[CH2:10][C@@H:11]([OH:13])[CH2:12][NH:8]2)=[O:19])[CH2:18][CH2:17]1. The catalyst class is: 2. (5) Reactant: [CH:1]([C:4]1[C:5]([S:13]([C:16]2[CH:21]=[CH:20][C:19]([O:22][CH2:23][CH2:24][CH2:25]Br)=[CH:18][CH:17]=2)(=[O:15])=[O:14])=[C:6]2[N:11]([CH:12]=1)[CH:10]=[CH:9][CH:8]=[CH:7]2)([CH3:3])[CH3:2].[CH3:27][O:28][C:29]1[CH:30]=[C:31]([CH:34]=[C:35]([O:39][CH3:40])[C:36]=1[O:37][CH3:38])[CH2:32][NH2:33].C(N(CC)CC)C. Product: [CH:1]([C:4]1[C:5]([S:13]([C:16]2[CH:21]=[CH:20][C:19]([O:22][CH2:23][CH2:24][CH2:25][NH:33][CH2:32][C:31]3[CH:34]=[C:35]([O:39][CH3:40])[C:36]([O:37][CH3:38])=[C:29]([O:28][CH3:27])[CH:30]=3)=[CH:18][CH:17]=2)(=[O:15])=[O:14])=[C:6]2[N:11]([CH:12]=1)[CH:10]=[CH:9][CH:8]=[CH:7]2)([CH3:3])[CH3:2]. The catalyst class is: 93. (6) Reactant: [F:1][C:2]1[CH:21]=[CH:20][C:5]2[C:6]([C:9]3[CH:14]=[CH:13][C:12]([O:15][CH2:16][C@H:17]4[CH2:19][O:18]4)=[CH:11][CH:10]=3)=[N:7][O:8][C:4]=2[CH:3]=1.[N:22]1([C:28]2[N:33]=[CH:32][CH:31]=[CH:30][N:29]=2)[CH2:27][CH2:26][NH:25][CH2:24][CH2:23]1. Product: [F:1][C:2]1[CH:21]=[CH:20][C:5]2[C:6]([C:9]3[CH:14]=[CH:13][C:12]([O:15][CH2:16][C@H:17]([OH:18])[CH2:19][N:25]4[CH2:26][CH2:27][N:22]([C:28]5[N:29]=[CH:30][CH:31]=[CH:32][N:33]=5)[CH2:23][CH2:24]4)=[CH:11][CH:10]=3)=[N:7][O:8][C:4]=2[CH:3]=1. The catalyst class is: 737. (7) Reactant: [Cl:1][C:2]1[CH:7]=[CH:6][C:5]([C:8]2[S:9][CH:10]=[C:11]([CH2:13][S:14][C:15]3[C:20]([C:21]#[N:22])=[C:19]([C:23]4[CH:28]=[CH:27][C:26]([O:29][CH2:30][CH2:31][OH:32])=[CH:25][CH:24]=4)[C:18]([C:33]#[N:34])=[CH:17][N:16]=3)[N:12]=2)=[CH:4][CH:3]=1.[CH2:35]([NH2:37])[CH3:36].O. Product: [Cl:1][C:2]1[CH:3]=[CH:4][C:5]([C:8]2[S:9][CH:10]=[C:11]([CH2:13][S:14][C:15]3[C:20]([C:21]#[N:22])=[C:19]([C:23]4[CH:28]=[CH:27][C:26]([O:29][CH2:30][CH2:31][OH:32])=[CH:25][CH:24]=4)[C:18]([C:33]#[N:34])=[C:17]([NH:37][CH2:35][CH3:36])[N:16]=3)[N:12]=2)=[CH:6][CH:7]=1. The catalyst class is: 1.